This data is from Full USPTO retrosynthesis dataset with 1.9M reactions from patents (1976-2016). The task is: Predict the reactants needed to synthesize the given product. Given the product [CH2:1]([N:8]1[CH2:13][CH2:12][C:11]([OH:14])([C:15]#[N:16])[CH2:10][CH2:9]1)[C:2]1[CH:3]=[CH:4][CH:5]=[CH:6][CH:7]=1, predict the reactants needed to synthesize it. The reactants are: [CH2:1]([N:8]1[CH2:13][CH2:12][C:11](=[O:14])[CH2:10][CH2:9]1)[C:2]1[CH:7]=[CH:6][CH:5]=[CH:4][CH:3]=1.[C-:15]#[N:16].[K+].Cl.